From a dataset of Full USPTO retrosynthesis dataset with 1.9M reactions from patents (1976-2016). Predict the reactants needed to synthesize the given product. (1) Given the product [CH3:5][C:2]([N:6]1[CH2:11][CH2:10][N:9]([CH3:12])[CH2:8][CH2:7]1)([CH3:1])[C:3]#[C:4][C:14]1[CH:23]=[C:22]2[C:17]([C:18]([OH:24])=[N:19][CH:20]=[N:21]2)=[CH:16][C:15]=1[N+:25]([O-:27])=[O:26], predict the reactants needed to synthesize it. The reactants are: [CH3:1][C:2]([N:6]1[CH2:11][CH2:10][N:9]([CH3:12])[CH2:8][CH2:7]1)([CH3:5])[C:3]#[CH:4].Cl[C:14]1[CH:23]=[C:22]2[C:17]([C:18](=[O:24])[NH:19][CH:20]=[N:21]2)=[CH:16][C:15]=1[N+:25]([O-:27])=[O:26].CCN(CC)CC.CS(C)=O. (2) Given the product [OH:1][C@H:2]([CH2:8][CH2:9][CH2:10][CH2:11][CH2:12][CH2:13][CH2:14][CH2:15][CH2:16][CH2:17][CH3:18])[CH2:3][C:4]([O-:6])=[O:5].[CH:27]1([NH2+:26][CH:20]2[CH2:21][CH2:22][CH2:23][CH2:24][CH2:25]2)[CH2:28][CH2:29][CH2:30][CH2:31][CH2:32]1, predict the reactants needed to synthesize it. The reactants are: [O:1]=[C:2]([CH2:8][CH2:9][CH2:10][CH2:11][CH2:12][CH2:13][CH2:14][CH2:15][CH2:16][CH2:17][CH3:18])[CH2:3][C:4]([O:6]C)=[O:5].Cl.[CH:20]1([NH:26][CH:27]2[CH2:32][CH2:31][CH2:30][CH2:29][CH2:28]2)[CH2:25][CH2:24][CH2:23][CH2:22][CH2:21]1. (3) The reactants are: [CH2:1]([CH:8]1[CH2:13][CH2:12][O:11][C:9]1=[O:10])[C:2]1[CH:7]=[CH:6][CH:5]=[CH:4]C=1.[H][H].[CH:16](O)(C)C. Given the product [CH:1]1([C:8]2([CH3:16])[CH2:13][CH2:12][O:11][C:9]2=[O:10])[CH2:2][CH2:7][CH2:6][CH2:5][CH2:4]1, predict the reactants needed to synthesize it. (4) Given the product [Br:24][C:25]1[CH:30]=[CH:29][C:28]2[N:31]=[C:32]([CH2:33][CH:34]3[CH2:35][CH2:36][NH:37][CH2:38][CH2:39]3)[O:48][C:27]=2[CH:26]=1, predict the reactants needed to synthesize it. The reactants are: C[Si](C)(C)O[Si](C)(C)C.O=P12OP3(OP(OP(O3)(O1)=O)(=O)O2)=O.[Br:24][C:25]1[CH:30]=[CH:29][C:28]([NH:31][C:32](=O)[CH2:33][CH:34]2[CH2:39][CH2:38][N:37](C(OC(C)(C)C)=O)[CH2:36][CH2:35]2)=[C:27]([OH:48])[CH:26]=1.O. (5) Given the product [CH:49]1([C@H:38]2[C@H:37]([CH3:53])[C@@H:36]([NH:35][C:10]3[CH:15]=[CH:14][CH:13]=[CH:12][CH:11]=3)[C:45]3[C:40](=[CH:41][CH:42]=[CH:43][CH:44]=3)[N:39]2[C:46](=[O:48])[CH3:47])[CH2:52][CH2:51][CH2:50]1, predict the reactants needed to synthesize it. The reactants are: CC(C)([O-])C.[Na+].CN([C:10]1[C:15]([C:10]2[C:15](P(C3CCCCC3)C3CCCCC3)=[CH:14][CH:13]=[CH:12][CH:11]=2)=[CH:14][CH:13]=[CH:12][CH:11]=1)C.[NH2:35][C@H:36]1[C:45]2[C:40](=[CH:41][CH:42]=[CH:43][CH:44]=2)[N:39]([C:46](=[O:48])[CH3:47])[C@@H:38]([CH:49]2[CH2:52][CH2:51][CH2:50]2)[C@@H:37]1[CH3:53].BrC1C=CC=CC=1. (6) Given the product [CH2:13]([NH:18][C:2]1[CH:9]=[CH:8][C:5]([C:6]#[N:7])=[CH:4][C:3]=1[N+:10]([O-:12])=[O:11])[CH2:14][CH:15]([CH3:17])[CH3:16], predict the reactants needed to synthesize it. The reactants are: F[C:2]1[CH:9]=[CH:8][C:5]([C:6]#[N:7])=[CH:4][C:3]=1[N+:10]([O-:12])=[O:11].[CH2:13]([NH2:18])[CH2:14][CH:15]([CH3:17])[CH3:16]. (7) Given the product [F:28][C:24]1[CH:23]=[C:22]([NH:21][C:19](=[O:20])[CH2:18][C:16]2[NH:15][N:14]=[C:13]([NH:12][C:6]3[C:5]4[C:10](=[CH:11][C:2]([C:43]5[CH:42]=[CH:41][C:40]([C:38]([N:35]6[CH2:36][CH2:37][N:32]([CH2:31][CH2:30][OH:29])[CH2:33][CH2:34]6)=[O:39])=[CH:45][CH:44]=5)=[CH:3][CH:4]=4)[N:9]=[CH:8][N:7]=3)[CH:17]=2)[CH:27]=[CH:26][CH:25]=1, predict the reactants needed to synthesize it. The reactants are: Br[C:2]1[CH:11]=[C:10]2[C:5]([C:6]([NH:12][C:13]3[CH:17]=[C:16]([CH2:18][C:19]([NH:21][C:22]4[CH:27]=[CH:26][CH:25]=[C:24]([F:28])[CH:23]=4)=[O:20])[NH:15][N:14]=3)=[N:7][CH:8]=[N:9]2)=[CH:4][CH:3]=1.[OH:29][CH2:30][CH2:31][N:32]1[CH2:37][CH2:36][N:35]([C:38]([C:40]2[CH:45]=[CH:44][C:43](B(O)O)=[CH:42][CH:41]=2)=[O:39])[CH2:34][CH2:33]1.C(=O)([O-])[O-].[Cs+].[Cs+]. (8) Given the product [CH2:11]([C:9]1[NH:8][N:7]=[C:6]([C:4]([OH:5])=[O:3])[CH:10]=1)[CH:12]([CH3:14])[CH3:13], predict the reactants needed to synthesize it. The reactants are: C([O:3][C:4]([C:6]1[CH:10]=[C:9]([CH2:11][CH:12]([CH3:14])[CH3:13])[NH:8][N:7]=1)=[O:5])C.[OH-].[Na+].Cl.